This data is from Catalyst prediction with 721,799 reactions and 888 catalyst types from USPTO. The task is: Predict which catalyst facilitates the given reaction. (1) Product: [CH3:2][O:3][C:4]1[CH:9]=[CH:8][C:7]([CH2:10][CH2:11][CH2:12][C:23]2([OH:27])[CH2:24][CH2:25][CH2:26][N:21]3[CH:20]=[N:19][CH:18]=[C:22]23)=[CH:6][CH:5]=1. Reactant: [Mg].[CH3:2][O:3][C:4]1[CH:9]=[CH:8][C:7]([CH2:10][CH2:11][CH2:12]Br)=[CH:6][CH:5]=1.BrCCCl.[CH:18]1[N:19]=[CH:20][N:21]2[CH2:26][CH2:25][CH2:24][C:23](=[O:27])[C:22]=12. The catalyst class is: 1. (2) Reactant: Br.[NH2:2][CH2:3][CH2:4][CH2:5][Br:6].[C:7](Cl)([C:20]1[CH:25]=[CH:24][CH:23]=[CH:22][CH:21]=1)([C:14]1[CH:19]=[CH:18][CH:17]=[CH:16][CH:15]=1)[C:8]1[CH:13]=[CH:12][CH:11]=[CH:10][CH:9]=1.C(N(CC)CC)C. Product: [C:7]([NH:2][CH2:3][CH2:4][CH2:5][Br:6])([C:8]1[CH:13]=[CH:12][CH:11]=[CH:10][CH:9]=1)([C:20]1[CH:21]=[CH:22][CH:23]=[CH:24][CH:25]=1)[C:14]1[CH:15]=[CH:16][CH:17]=[CH:18][CH:19]=1. The catalyst class is: 2. (3) Reactant: [CH:1]1([S:4]([C:7]2[CH:12]=[CH:11][C:10]([CH:13]([C:21]3[NH:25][C:24]([C:26]4[N:31]=[CH:30][C:29]([CH2:32]O)=[CH:28][CH:27]=4)=[CH:23][CH:22]=3)[CH2:14][CH:15]3[CH2:20][CH2:19][O:18][CH2:17][CH2:16]3)=[CH:9][CH:8]=2)(=[O:6])=[O:5])[CH2:3][CH2:2]1.C(P(CCCC)CCCC)CCC.[NH:47]1[CH:51]=[N:50][CH:49]=[N:48]1.N(C(N1CCCCC1)=O)=NC(N1CCCCC1)=O. Product: [CH:1]1([S:4]([C:7]2[CH:12]=[CH:11][C:10]([CH:13]([C:21]3[NH:25][C:24]([C:26]4[CH:27]=[CH:28][C:29]([CH2:32][N:47]5[CH:51]=[N:50][CH:49]=[N:48]5)=[CH:30][N:31]=4)=[CH:23][CH:22]=3)[CH2:14][CH:15]3[CH2:20][CH2:19][O:18][CH2:17][CH2:16]3)=[CH:9][CH:8]=2)(=[O:6])=[O:5])[CH2:2][CH2:3]1. The catalyst class is: 7. (4) Reactant: [C:1]([C:3]1([N:16]2[CH2:21][CH2:20][CH:19]([O:22][C:23]3[CH:28]=[CH:27][C:26]([Cl:29])=[C:25]([Cl:30])[CH:24]=3)[CH2:18][CH2:17]2)[CH2:8][CH2:7][N:6]([C:9]([O:11][C:12]([CH3:15])([CH3:14])[CH3:13])=[O:10])[CH2:5][CH2:4]1)#N.C[Mg]Br.C(=O)([O-])[O-].[K+].[K+]. Product: [Cl:30][C:25]1[CH:24]=[C:23]([CH:28]=[CH:27][C:26]=1[Cl:29])[O:22][CH:19]1[CH2:18][CH2:17][N:16]([C:3]2([CH3:1])[CH2:8][CH2:7][N:6]([C:9]([O:11][C:12]([CH3:13])([CH3:14])[CH3:15])=[O:10])[CH2:5][CH2:4]2)[CH2:21][CH2:20]1. The catalyst class is: 1.